This data is from Catalyst prediction with 721,799 reactions and 888 catalyst types from USPTO. The task is: Predict which catalyst facilitates the given reaction. Product: [NH2:1][C:2]1[C:7]([C:8]#[N:9])=[C:6]([C:10]2[O:11][CH:12]=[CH:13][CH:14]=2)[C:5]([C:15]#[N:16])=[C:4]([O:22][CH2:20][CH3:21])[N:3]=1. The catalyst class is: 57. Reactant: [NH2:1][C:2]1[C:7]([C:8]#[N:9])=[C:6]([C:10]2[O:11][CH:12]=[CH:13][CH:14]=2)[C:5]([C:15]#[N:16])=[C:4](S(C)=O)[N:3]=1.[CH2:20]([OH:22])[CH3:21].C1CCN2C(=NCCC2)CC1.